From a dataset of Catalyst prediction with 721,799 reactions and 888 catalyst types from USPTO. Predict which catalyst facilitates the given reaction. (1) Reactant: [CH3:1][O:2][C:3]([C:5]1[CH:6]=[C:7]2[C:11](=[CH:12][CH:13]=1)[NH:10][N:9]=[C:8]2[CH:14]=[O:15])=[O:4].Br[CH2:17][C:18]1[CH:22]=[C:21]([C:23]2[S:24][C:25]([Cl:28])=[CH:26][CH:27]=2)[O:20][N:19]=1.C([O-])([O-])=O.[Cs+].[Cs+]. Product: [CH3:1][O:2][C:3]([C:5]1[CH:6]=[C:7]2[C:11](=[CH:12][CH:13]=1)[N:10]([CH2:17][C:18]1[CH:22]=[C:21]([C:23]3[S:24][C:25]([Cl:28])=[CH:26][CH:27]=3)[O:20][N:19]=1)[N:9]=[C:8]2[CH:14]=[O:15])=[O:4]. The catalyst class is: 3. (2) Reactant: [CH2:1]([O:8][C:9]([N:11]1[CH:15]([C:16]([OH:18])=O)[CH2:14][S:13][C@@H:12]1[C:19]1[CH:20]=[N:21][CH:22]=[N:23][CH:24]=1)=[O:10])[C:2]1[CH:7]=[CH:6][CH:5]=[CH:4][CH:3]=1.CCN(C(C)C)C(C)C.CN(C(ON1N=NC2C=CC=NC1=2)=[N+](C)C)C.F[P-](F)(F)(F)(F)F.[NH2:58][C:59]1[S:60][CH:61]=[C:62]([C:64]2[CH:75]=[CH:74][C:67]([C:68]([NH:70][CH:71]3[CH2:73][CH2:72]3)=[O:69])=[CH:66][CH:65]=2)[N:63]=1. Product: [CH2:1]([O:8][C:9]([N:11]1[CH:15]([C:16](=[O:18])[NH:58][C:59]2[S:60][CH:61]=[C:62]([C:64]3[CH:65]=[CH:66][C:67]([C:68](=[O:69])[NH:70][CH:71]4[CH2:73][CH2:72]4)=[CH:74][CH:75]=3)[N:63]=2)[CH2:14][S:13][C@@H:12]1[C:19]1[CH:20]=[N:21][CH:22]=[N:23][CH:24]=1)=[O:10])[C:2]1[CH:3]=[CH:4][CH:5]=[CH:6][CH:7]=1. The catalyst class is: 3. (3) Reactant: [S:1]1[CH:5]=[CH:4][CH:3]=[C:2]1[CH2:6][CH2:7][NH:8][C:9]([N:11]1[C:19](=[O:20])[C:18]2[C:13](=[N:14][C:15]([Cl:22])=[CH:16][C:17]=2[CH3:21])[NH:12]1)=[O:10].I[CH2:24][CH2:25][CH2:26][CH3:27].[H-].[Na+]. Product: [S:1]1[CH:5]=[CH:4][CH:3]=[C:2]1[CH2:6][CH2:7][NH:8][C:9]([N:11]1[C:19](=[O:20])[C:18]2[C:13](=[N:14][C:15]([Cl:22])=[CH:16][C:17]=2[CH3:21])[N:12]1[CH2:24][CH2:25][CH2:26][CH3:27])=[O:10]. The catalyst class is: 3. (4) Product: [Br:8][C:9]1[CH:16]=[CH:15][C:12]([CH:13]=[CH:1][C:2]2[O:6][CH:5]=[CH:4][CH:3]=2)=[CH:11][CH:10]=1. The catalyst class is: 11. Reactant: [CH:1](=O)[C:2]1[O:6][CH:5]=[CH:4][CH:3]=1.[Br:8][C:9]1[CH:16]=[CH:15][C:12]([CH2:13]Br)=[CH:11][CH:10]=1.C1([SiH2]C2C=CC=CC=2)C=CC=CC=1.CCN(C(C)C)C(C)C.